From a dataset of Reaction yield outcomes from USPTO patents with 853,638 reactions. Predict the reaction yield, written as a fraction of the theoretical maximum amount of product (1.0 means a 100% yield; for example, 0.34 means a 34% yield). (1) The reactants are [NH2:1][C:2]1[CH:3]=[C:4]([CH:32]=[CH:33][CH:34]=1)[O:5][C:6]1[CH:11]=[C:10]([F:12])[CH:9]=[C:8]([NH:13][C:14]2[CH:19]=[CH:18][C:17]([I:20])=[CH:16][C:15]=2[F:21])[C:7]=1[NH:22][S:23]([C:26]1([CH2:29][CH:30]=[CH2:31])[CH2:28][CH2:27]1)(=[O:25])=[O:24].[CH2:35]([S:37](Cl)(=[O:39])=[O:38])[CH3:36].C. The catalyst is N1C=CC=CC=1.ClCCl. The product is [CH2:35]([S:37]([NH:1][C:2]1[CH:3]=[C:4]([CH:32]=[CH:33][CH:34]=1)[O:5][C:6]1[CH:11]=[C:10]([F:12])[CH:9]=[C:8]([NH:13][C:14]2[CH:19]=[CH:18][C:17]([I:20])=[CH:16][C:15]=2[F:21])[C:7]=1[NH:22][S:23]([C:26]1([CH2:29][CH:30]=[CH2:31])[CH2:28][CH2:27]1)(=[O:24])=[O:25])(=[O:39])=[O:38])[CH3:36]. The yield is 0.980. (2) The yield is 0.990. The catalyst is CN(C=O)C. The reactants are [F:1][CH:2]([F:38])[C:3]1[N:7]([C:8]2[N:13]=[C:12]([N:14]3[CH2:19][CH2:18][O:17][CH2:16][CH2:15]3)[N:11]=[C:10]([N:20]3[CH2:25][CH2:24][N:23]([C:26]([O:28][C:29]([CH3:32])([CH3:31])[CH3:30])=[O:27])[CH2:22][CH2:21]3)[N:9]=2)[C:6]2[CH:33]=[CH:34][CH:35]=[C:36]([OH:37])[C:5]=2[N:4]=1.Br[CH2:40][CH2:41][CH2:42][OH:43].C([O-])([O-])=O.[K+].[K+].O. The product is [F:38][CH:2]([F:1])[C:3]1[N:7]([C:8]2[N:13]=[C:12]([N:14]3[CH2:15][CH2:16][O:17][CH2:18][CH2:19]3)[N:11]=[C:10]([N:20]3[CH2:25][CH2:24][N:23]([C:26]([O:28][C:29]([CH3:32])([CH3:30])[CH3:31])=[O:27])[CH2:22][CH2:21]3)[N:9]=2)[C:6]2[CH:33]=[CH:34][CH:35]=[C:36]([O:37][CH2:40][CH2:41][CH2:42][OH:43])[C:5]=2[N:4]=1. (3) The reactants are [CH2:1]([N:8]1[CH2:17][CH2:16][C:15]2[C:14](Cl)=[N:13][CH:12]=[N:11][C:10]=2[CH2:9]1)[C:2]1[CH:7]=[CH:6][CH:5]=[CH:4][CH:3]=1.[F:19][CH:20]([F:29])[O:21][C:22]1[CH:27]=[CH:26][C:25]([NH2:28])=[CH:24][CH:23]=1. The catalyst is O1CCOCC1.C(OCC)C. The product is [CH2:1]([N:8]1[CH2:17][CH2:16][C:15]2[C:14]([NH:28][C:25]3[CH:26]=[CH:27][C:22]([O:21][CH:20]([F:19])[F:29])=[CH:23][CH:24]=3)=[N:13][CH:12]=[N:11][C:10]=2[CH2:9]1)[C:2]1[CH:7]=[CH:6][CH:5]=[CH:4][CH:3]=1. The yield is 0.810. (4) The reactants are C([O:4][C:5]1[CH:6]=[C:7](/[CH:19]=[CH:20]/[C:21]2[CH:26]=[CH:25][C:24]([O:27][CH2:28][C:29]3[CH:34]=[CH:33][CH:32]=[CH:31][CH:30]=3)=[C:23]([O:35][CH3:36])[CH:22]=2)[CH:8]=[C:9]([O:11][CH2:12][C:13]2[CH:18]=[CH:17][CH:16]=[CH:15][CH:14]=2)[CH:10]=1)(=O)C.[OH-].[Na+].Cl. The catalyst is CO.C1COCC1.O. The product is [OH:4][C:5]1[CH:6]=[C:7](/[CH:19]=[CH:20]/[C:21]2[CH:26]=[CH:25][C:24]([O:27][CH2:28][C:29]3[CH:34]=[CH:33][CH:32]=[CH:31][CH:30]=3)=[C:23]([O:35][CH3:36])[CH:22]=2)[CH:8]=[C:9]([O:11][CH2:12][C:13]2[CH:14]=[CH:15][CH:16]=[CH:17][CH:18]=2)[CH:10]=1. The yield is 0.445. (5) The reactants are [C:1]1([CH2:11]O)[C:10]2[C:5](=[CH:6][CH:7]=[CH:8][CH:9]=2)[CH:4]=[CH:3][CH:2]=1.[C:13]([CH2:21][C:22](=[O:29])[C:23]1[CH:28]=[CH:27][CH:26]=[CH:25][CH:24]=1)(=[O:20])[C:14]1[CH:19]=[CH:18][CH:17]=[CH:16][CH:15]=1. The catalyst is C[N+]([O-])=O. The product is [C:1]1([CH2:11][CH:21]([C:22]([C:23]2[CH:28]=[CH:27][CH:26]=[CH:25][CH:24]=2)=[O:29])[C:13]([C:14]2[CH:19]=[CH:18][CH:17]=[CH:16][CH:15]=2)=[O:20])[C:10]2[C:5](=[CH:6][CH:7]=[CH:8][CH:9]=2)[CH:4]=[CH:3][CH:2]=1. The yield is 0.750. (6) The reactants are C(O[CH:5]1[CH:12]2[CH2:13][CH:9]3[CH2:10][CH:11]2[CH:7]([CH2:8]3)[O:6]1)(=O)C.[C:14]([OH:19])(=[O:18])[C:15]([CH3:17])=[CH2:16]. The catalyst is C(C1C(O)=C(C(C)(C)C)C=C(C)C=1)C1C(O)=C(C(C)(C)C)C=C(C)C=1. The product is [C:14]([O:19][CH:5]1[CH:12]2[CH2:13][CH:9]3[CH2:10][CH:11]2[CH:7]([CH2:8]3)[O:6]1)(=[O:18])[C:15]([CH3:17])=[CH2:16]. The yield is 0.910. (7) The reactants are [F:1][C:2]([F:12])([CH:6]([OH:11])[CH2:7][CH:8]([CH3:10])[CH3:9])[C:3]([OH:5])=[O:4].[CH2:13](O)[CH3:14].C1C=CC=CC=1. The catalyst is O.C1(C)C=CC(S(O)(=O)=O)=CC=1.O. The product is [F:1][C:2]([F:12])([CH:6]([OH:11])[CH2:7][CH:8]([CH3:10])[CH3:9])[C:3]([O:5][CH2:13][CH3:14])=[O:4]. The yield is 0.850. (8) The reactants are [CH3:1][C:2]1[C:11]([N+:12]([O-])=O)=[CH:10][CH:9]=[CH:8][C:3]=1[CH2:4][NH:5][CH2:6][CH3:7]. The catalyst is CCOC(C)=O.CCO.[Pd]. The product is [CH2:6]([NH:5][CH2:4][C:3]1[C:2]([CH3:1])=[C:11]([CH:10]=[CH:9][CH:8]=1)[NH2:12])[CH3:7]. The yield is 0.970.